Dataset: Full USPTO retrosynthesis dataset with 1.9M reactions from patents (1976-2016). Task: Predict the reactants needed to synthesize the given product. (1) The reactants are: Br[C:2]1[C:3]2[CH:4]3[CH2:22][CH2:21][N:20](C(OC(C)(C)C)=O)[CH2:19][CH2:18][CH:5]3[N:6](C(OC(C)(C)C)=O)[C:7]=2[CH:8]=[CH:9][CH:10]=1.P([O-])([O-])([O-])=O.[K+].[K+].[K+].[S:38]1[C:42]2[CH:43]=[CH:44][CH:45]=[CH:46][C:41]=2[CH:40]=[C:39]1B(O)O.N#N. Given the product [S:38]1[C:42]2[CH:43]=[CH:44][CH:45]=[CH:46][C:41]=2[CH:40]=[C:39]1[C:2]1[C:3]2[C@@H:4]3[CH2:22][CH2:21][NH:20][CH2:19][CH2:18][C@@H:5]3[NH:6][C:7]=2[CH:8]=[CH:9][CH:10]=1, predict the reactants needed to synthesize it. (2) The reactants are: C([O:3][C:4](=O)[CH:5]([CH2:11][C:12]1[CH:17]=[CH:16][C:15]([Br:18])=[CH:14][CH:13]=1)[C:6](OCC)=[O:7])C.CC(C[AlH]CC(C)C)C.Cl.C(OCC)(=O)C. Given the product [Br:18][C:15]1[CH:14]=[CH:13][C:12]([CH2:11][CH:5]([CH2:4][OH:3])[CH2:6][OH:7])=[CH:17][CH:16]=1, predict the reactants needed to synthesize it. (3) The reactants are: [NH2:1][S:2]([NH:5][CH2:6][CH2:7][CH2:8][C@:9]([C@@H:18]1[CH2:23][CH2:22][CH2:21][N:20](C(OC(C)(C)C)=O)[CH2:19]1)([C:11]1[CH:16]=[CH:15][CH:14]=[C:13]([Cl:17])[CH:12]=1)[OH:10])(=[O:4])=[O:3].Cl. Given the product [NH2:1][S:2]([NH:5][CH2:6][CH2:7][CH2:8][C@@:9]([C:11]1[CH:16]=[CH:15][CH:14]=[C:13]([Cl:17])[CH:12]=1)([C@@H:18]1[CH2:23][CH2:22][CH2:21][NH:20][CH2:19]1)[OH:10])(=[O:3])=[O:4], predict the reactants needed to synthesize it. (4) Given the product [F:1][C:2]1[CH:7]=[CH:6][CH:5]=[CH:4][C:3]=1[C:8]1[CH:16]=[CH:15][CH:14]=[C:13]2[C:9]=1[C:10](=[CH:33][C:20]1[NH:21][CH:22]=[C:23]([C:24]([N:26]3[CH2:27][CH2:28][N:29]([CH3:32])[CH2:30][CH2:31]3)=[O:25])[C:19]=1[CH3:18])[C:11](=[O:17])[NH:12]2, predict the reactants needed to synthesize it. The reactants are: [F:1][C:2]1[CH:7]=[CH:6][CH:5]=[CH:4][C:3]=1[C:8]1[CH:16]=[CH:15][CH:14]=[C:13]2[C:9]=1[CH2:10][C:11](=[O:17])[NH:12]2.[CH3:18][C:19]1[C:23]([C:24]([N:26]2[CH2:31][CH2:30][N:29]([CH3:32])[CH2:28][CH2:27]2)=[O:25])=[CH:22][NH:21][C:20]=1[CH:33]=O. (5) Given the product [Br:1][C:2]1[C:3]([O:16][C:18]2[CH:23]=[C:22]([CH3:24])[CH:21]=[CH:20][N:19]=2)=[C:4]2[C:9](=[CH:10][CH:11]=1)[N:8]([C:12](=[O:14])[CH3:13])[C@@H:7]([CH3:15])[CH2:6][CH2:5]2, predict the reactants needed to synthesize it. The reactants are: [Br:1][C:2]1[C:3]([OH:16])=[C:4]2[C:9](=[CH:10][CH:11]=1)[N:8]([C:12](=[O:14])[CH3:13])[C@@H:7]([CH3:15])[CH2:6][CH2:5]2.Cl[C:18]1[CH:23]=[C:22]([CH3:24])[CH:21]=[CH:20][N:19]=1.CN(C)C=O.C(=O)([O-])[O-].[Cs+].[Cs+].